Task: Predict the product of the given reaction.. Dataset: Forward reaction prediction with 1.9M reactions from USPTO patents (1976-2016) (1) Given the reactants [C:1]([Si:5]([C:24]1[CH:29]=[CH:28][CH:27]=[CH:26][CH:25]=1)([C:18]1[CH:23]=[CH:22][CH:21]=[CH:20][CH:19]=1)[O:6][CH2:7][CH2:8][C@@H:9]1[O:13][C:12]([CH3:15])([CH3:14])[O:11][C@@H:10]1[CH2:16][OH:17])([CH3:4])([CH3:3])[CH3:2].C(N(C(C)C)CC)(C)C.[O:39](S(C(F)(F)F)(=O)=O)[S:40]([C:43]([F:46])([F:45])[F:44])(=O)=[O:41].[Cl-].[NH4+], predict the reaction product. The product is: [C:1]([Si:5]([C:24]1[CH:29]=[CH:28][CH:27]=[CH:26][CH:25]=1)([C:18]1[CH:23]=[CH:22][CH:21]=[CH:20][CH:19]=1)[O:6][CH2:7][CH2:8][C@@H:9]1[O:13][C:12]([CH3:15])([CH3:14])[O:11][C@@H:10]1[CH2:16][O:17][S:40]([C:43]([F:46])([F:45])[F:44])(=[O:41])=[O:39])([CH3:2])([CH3:3])[CH3:4]. (2) Given the reactants [NH2:1][CH2:2][CH2:3][N:4]1[C:12]([C:13]2C=CC=C(Cl)C=2)=[C:11]2[C:6]([N:7]([CH3:23])[C:8](=[O:22])[N:9]([CH3:21])[C:10]2=[O:20])=[CH:5]1.IC1[S:26][CH:27]=[C:28]([CH3:30])[N:29]=1, predict the reaction product. The product is: [NH2:1][CH2:2][CH2:3][N:4]1[C:12]([C:13]2[S:26][CH:27]=[C:28]([CH3:30])[N:29]=2)=[C:11]2[C:6]([N:7]([CH3:23])[C:8](=[O:22])[N:9]([CH3:21])[C:10]2=[O:20])=[CH:5]1. (3) Given the reactants [CH:1]1[C:13]2[NH:12][C:11]3[C:6](=[CH:7][CH:8]=[CH:9][CH:10]=3)[C:5]=2[CH:4]=[CH:3][CH:2]=1.Cl[C:15]([CH3:18])([CH3:17])[CH3:16], predict the reaction product. The product is: [CH3:16][C:15]([C:3]1[CH:2]=[CH:1][C:13]2[NH:12][C:11]3[C:6]([C:5]=2[CH:4]=1)=[CH:7][C:8]([C:5]([CH3:6])([CH3:13])[CH3:4])=[CH:9][CH:10]=3)([CH3:18])[CH3:17]. (4) Given the reactants [F-].[K+].NC1C=CC(C(N[C@@H:11](C)[C:12]([OH:14])=[O:13])=O)=C(F)C=1.[CH2:19]1OCCOCCOCCOCCOCC[O:21][CH2:20]1.[In:37], predict the reaction product. The product is: [In:37].[CH3:19][C:20]([O:14][C:12]([CH3:11])=[O:13])=[O:21].[CH3:11][C:12]([OH:14])=[O:13]. (5) Given the reactants Br[CH2:2][C:3]([C:5]1[C:6]([CH3:17])=[N:7][O:8][C:9]=1[C:10]1[CH:15]=[CH:14][C:13]([Br:16])=[CH:12][CH:11]=1)=[O:4].[C:18]1([SH:24])[CH:23]=[CH:22][CH:21]=[CH:20][CH:19]=1, predict the reaction product. The product is: [Br:16][C:13]1[CH:14]=[CH:15][C:10]([C:9]2[O:8][N:7]=[C:6]([CH3:17])[C:5]=2[C:3](=[O:4])[CH2:2][S:24][C:18]2[CH:23]=[CH:22][CH:21]=[CH:20][CH:19]=2)=[CH:11][CH:12]=1.